This data is from Forward reaction prediction with 1.9M reactions from USPTO patents (1976-2016). The task is: Predict the product of the given reaction. (1) Given the reactants Cl[C:2]1[N:3]=[CH:4][C:5]2[CH:10]=[C:9]([C:11]3[C:16]([Cl:17])=[CH:15][CH:14]=[CH:13][C:12]=3[Cl:18])[N:8]([CH2:19][C@@H:20]3[CH2:25][CH2:24][CH2:23][N:22]([C:26]([O:28][C:29]([CH3:32])([CH3:31])[CH3:30])=[O:27])[CH2:21]3)[C:6]=2[N:7]=1.[CH3:33][O:34][C:35]1[CH:36]=[C:37]([CH:40]=[CH:41][C:42]=1[O:43][CH3:44])[CH2:38][NH2:39], predict the reaction product. The product is: [Cl:18][C:12]1[CH:13]=[CH:14][CH:15]=[C:16]([Cl:17])[C:11]=1[C:9]1[N:8]([CH2:19][C@@H:20]2[CH2:25][CH2:24][CH2:23][N:22]([C:26]([O:28][C:29]([CH3:30])([CH3:32])[CH3:31])=[O:27])[CH2:21]2)[C:6]2[N:7]=[C:2]([NH:39][CH2:38][C:37]3[CH:40]=[CH:41][C:42]([O:43][CH3:44])=[C:35]([O:34][CH3:33])[CH:36]=3)[N:3]=[CH:4][C:5]=2[CH:10]=1. (2) Given the reactants CC1C=C(/[CH:9]=[CH:10]/[C:11]2[CH:16]=[CH:15][C:14]([O:17][C:18](=[O:20])[CH3:19])=[CH:13][CH:12]=2)C=C(C)C=1.CC1C=C(C=C(C)C=1)C(O)=O.S(Cl)(Cl)=O, predict the reaction product. The product is: [C:18]([O:17][C:14]1[CH:15]=[CH:16][C:11]([CH:10]=[CH2:9])=[CH:12][CH:13]=1)(=[O:20])[CH3:19]. (3) Given the reactants [NH2:1][C:2]1[CH:6]=[C:5]([C:7]([O:9][CH3:10])=[O:8])[NH:4][N:3]=1.C([O:13][C:14](=O)[CH:15]([C:21]1[CH:26]=[CH:25][CH:24]=[CH:23][CH:22]=1)[C:16](OCC)=[O:17])C.C(N(C(C)C)CC)(C)C, predict the reaction product. The product is: [OH:13][C:14]1[C:15]([C:21]2[CH:26]=[CH:25][CH:24]=[CH:23][CH:22]=2)=[C:16]([OH:17])[N:3]2[N:4]=[C:5]([C:7]([O:9][CH3:10])=[O:8])[CH:6]=[C:2]2[N:1]=1. (4) Given the reactants [C:14]1(P([C:14]2[CH:19]=[CH:18][CH:17]=[CH:16][CH:15]=2)[C:14]2[CH:19]=[CH:18][CH:17]=[CH:16][CH:15]=2)[CH:19]=[CH:18][CH:17]=[CH:16][CH:15]=1.CCCBr.CC(C)([O-])C.[K+].[Cl:30][CH2:31][CH2:32][CH2:33][CH2:34]C#CC=O, predict the reaction product. The product is: [CH2:31]([Cl:30])[CH2:32][CH2:33][CH2:34][C:15]#[C:16]/[CH:17]=[CH:18]\[CH2:19][CH3:14]. (5) Given the reactants [CH3:1][C:2]1([CH3:16])[CH2:10][C:9]2[NH:8][N:7]=[C:6]([C:11]([F:14])([F:13])[F:12])[C:5]=2[C:4](=[O:15])[CH2:3]1.[H-].[Na+].[OH:19][CH:20]([CH2:32][OH:33])[CH2:21][NH:22][C:23]1[CH:30]=[C:29](F)[CH:28]=[CH:27][C:24]=1[C:25]#[N:26].[NH4+].[Cl-], predict the reaction product. The product is: [OH:19][CH:20]([CH2:32][OH:33])[CH2:21][NH:22][C:23]1[CH:30]=[C:29]([N:8]2[C:9]3[CH2:10][C:2]([CH3:16])([CH3:1])[CH2:3][C:4](=[O:15])[C:5]=3[C:6]([C:11]([F:14])([F:13])[F:12])=[N:7]2)[CH:28]=[CH:27][C:24]=1[C:25]#[N:26].